This data is from Peptide-MHC class I binding affinity with 185,985 pairs from IEDB/IMGT. The task is: Regression. Given a peptide amino acid sequence and an MHC pseudo amino acid sequence, predict their binding affinity value. This is MHC class I binding data. (1) The peptide sequence is GAFMYTKHSM. The MHC is HLA-A02:01 with pseudo-sequence HLA-A02:01. The binding affinity (normalized) is 0.297. (2) The peptide sequence is YLGHSAGFT. The MHC is HLA-A02:02 with pseudo-sequence HLA-A02:02. The binding affinity (normalized) is 0.374. (3) The peptide sequence is KTTFKPNTW. The MHC is HLA-B27:05 with pseudo-sequence HLA-B27:05. The binding affinity (normalized) is 0.0847. (4) The peptide sequence is YLKEEQDQQY. The MHC is HLA-A01:01 with pseudo-sequence HLA-A01:01. The binding affinity (normalized) is 0.107. (5) The peptide sequence is SSPASFEKK. The MHC is H-2-Kb with pseudo-sequence H-2-Kb. The binding affinity (normalized) is 0. (6) The peptide sequence is VMLLDIDYF. The MHC is HLA-B35:01 with pseudo-sequence HLA-B35:01. The binding affinity (normalized) is 0.622. (7) The peptide sequence is SPLLLTSSQ. The MHC is HLA-B07:02 with pseudo-sequence HLA-B07:02. The binding affinity (normalized) is 0.439. (8) The peptide sequence is IALLNGASL. The MHC is H-2-Kb with pseudo-sequence H-2-Kb. The binding affinity (normalized) is 0.565.